This data is from hERG Central: cardiac toxicity at 1µM, 10µM, and general inhibition. The task is: Predict hERG channel inhibition at various concentrations. (1) The drug is COc1cc(CNCCc2c[nH]c3ccccc23)ccc1OCc1ccccc1F.Cl. Results: hERG_inhib (hERG inhibition (general)): blocker. (2) The drug is CCOC(=O)c1c(CN2CCCCC2)oc2ccc(OC)cc12. Results: hERG_inhib (hERG inhibition (general)): blocker. (3) The drug is Cc1cc(=O)n(C)c(=O)n1CCCCCCOc1cccc([N+](=O)[O-])c1. Results: hERG_inhib (hERG inhibition (general)): blocker. (4) The drug is [O-]c1ccccc1-[n+]1c(-c2ccccc2)cc(-c2ccccc2)cc1-c1ccccc1. Results: hERG_inhib (hERG inhibition (general)): blocker. (5) The molecule is O=[N+]([O-])c1ccc(OCCCCN2CCCCC2)cc1. Results: hERG_inhib (hERG inhibition (general)): blocker. (6) The drug is O=C(CCc1nnc2ccc(N3CCCC3)nn12)Nc1cc(F)ccc1F. Results: hERG_inhib (hERG inhibition (general)): blocker. (7) The drug is O=C1N=C(N2CCOCC2)S/C1=C\C=C/c1ccccc1. Results: hERG_inhib (hERG inhibition (general)): blocker.